From a dataset of Full USPTO retrosynthesis dataset with 1.9M reactions from patents (1976-2016). Predict the reactants needed to synthesize the given product. Given the product [S:12]1[C:16]2[CH:17]=[C:18]([NH:21][CH2:7][C:8](=[O:11])[CH2:9][CH3:10])[CH:19]=[CH:20][C:15]=2[N:14]=[CH:13]1, predict the reactants needed to synthesize it. The reactants are: C([O-])(=O)C.[Na+].Br[CH2:7][C:8](=[O:11])[CH2:9][CH3:10].[S:12]1[C:16]2[CH:17]=[C:18]([NH2:21])[CH:19]=[CH:20][C:15]=2[N:14]=[CH:13]1.C(OCC)(=O)C.